Dataset: Retrosynthesis with 50K atom-mapped reactions and 10 reaction types from USPTO. Task: Predict the reactants needed to synthesize the given product. Given the product Cc1cc(COCC(C)CCC(C)(C)C)c(O)c(-n2nc3ccccc3n2)c1, predict the reactants needed to synthesize it. The reactants are: CC(CO)CCC(C)(C)C.Cc1cc(CCl)c(O)c(-n2nc3ccccc3n2)c1.